This data is from Peptide-MHC class I binding affinity with 185,985 pairs from IEDB/IMGT. The task is: Regression. Given a peptide amino acid sequence and an MHC pseudo amino acid sequence, predict their binding affinity value. This is MHC class I binding data. (1) The peptide sequence is TTTGIGYQPY. The MHC is HLA-A26:01 with pseudo-sequence HLA-A26:01. The binding affinity (normalized) is 0.627. (2) The peptide sequence is SYRNFSFSL. The MHC is HLA-A31:01 with pseudo-sequence HLA-A31:01. The binding affinity (normalized) is 0.728. (3) The binding affinity (normalized) is 0.368. The MHC is HLA-A02:01 with pseudo-sequence HLA-A02:01. The peptide sequence is YTVEFDRDKV.